From a dataset of Peptide-MHC class II binding affinity with 134,281 pairs from IEDB. Regression. Given a peptide amino acid sequence and an MHC pseudo amino acid sequence, predict their binding affinity value. This is MHC class II binding data. (1) The peptide sequence is ILGAAVNGKKSAHGS. The MHC is DRB5_0101 with pseudo-sequence DRB5_0101. The binding affinity (normalized) is 0.872. (2) The peptide sequence is LVAGPAGSYAADLGY. The MHC is DRB5_0101 with pseudo-sequence DRB5_0101. The binding affinity (normalized) is 0.203. (3) The peptide sequence is MVGTILEMLGTRLDQ. The MHC is DRB1_0401 with pseudo-sequence DRB1_0401. The binding affinity (normalized) is 0.322.